From a dataset of Reaction yield outcomes from USPTO patents with 853,638 reactions. Predict the reaction yield, written as a fraction of the theoretical maximum amount of product (1.0 means a 100% yield; for example, 0.34 means a 34% yield). (1) The reactants are Br[C:2]1[CH:3]=[N:4][CH:5]=[C:6]([N:10]2[CH2:21][CH2:20][N:19]3[C:12](=[CH:13][C:14]4[CH2:15][C:16]([CH3:23])([CH3:22])[CH2:17][C:18]=43)[C:11]2=[O:24])[C:7]=1[CH:8]=[O:9].[CH3:25][N:26]1[CH:31]=[C:30](B2OC(C)(C)C(C)(C)O2)[CH:29]=[C:28]([NH:41][C:42]2[CH:47]=[CH:46][N:45]=[C:44]([CH3:48])[N:43]=2)[C:27]1=[O:49].[O-]P([O-])([O-])=O.[K+].[K+].[K+].C([O-])(=O)C.[Na+]. The catalyst is C1C=CC(P(C2C=CC=CC=2)[C-]2C=CC=C2)=CC=1.C1C=CC(P(C2C=CC=CC=2)[C-]2C=CC=C2)=CC=1.Cl[Pd]Cl.[Fe+2].O.C(#N)C. The product is [CH3:22][C:16]1([CH3:23])[CH2:15][C:14]2[CH:13]=[C:12]3[N:19]([CH2:20][CH2:21][N:10]([C:6]4[CH:5]=[N:4][CH:3]=[C:2]([C:30]5[CH:29]=[C:28]([NH:41][C:42]6[CH:47]=[CH:46][N:45]=[C:44]([CH3:48])[N:43]=6)[C:27](=[O:49])[N:26]([CH3:25])[CH:31]=5)[C:7]=4[CH:8]=[O:9])[C:11]3=[O:24])[C:18]=2[CH2:17]1. The yield is 0.530. (2) The reactants are [CH:1]([N:4]1[CH:8]=[C:7]([OH:9])[CH:6]=[N:5]1)([CH3:3])[CH3:2].Cl[C:11]1[N:12]=[C:13]([OH:21])[C:14]2[CH:20]=[CH:19][N:18]=[CH:17][C:15]=2[N:16]=1. No catalyst specified. The product is [CH3:2][CH:1]([N:4]1[CH:8]=[C:7]([O:9][C:11]2[N:12]=[C:13]([OH:21])[C:14]3[CH:20]=[CH:19][N:18]=[CH:17][C:15]=3[N:16]=2)[CH:6]=[N:5]1)[CH3:3]. The yield is 0.370. (3) The reactants are NC1C=CC(Cl)=CC=1C(C1C=CC(F)=CC=1)=O.[NH2:18][C:19]1[CH:24]=[CH:23][C:22]([CH3:25])=[CH:21][CH:20]=1.[F:26][C:27]1[CH:35]=[CH:34][CH:33]=[C:32]([F:36])[C:28]=1[C:29](Cl)=[O:30]. No catalyst specified. The product is [NH2:18][C:19]1[CH:24]=[CH:23][C:22]([CH3:25])=[CH:21][C:20]=1[C:29]([C:28]1[C:27]([F:26])=[CH:35][CH:34]=[CH:33][C:32]=1[F:36])=[O:30]. The yield is 0.160. (4) The reactants are [CH3:1][O:2][C:3]1[CH:4]=[C:5]([N:12]2[CH2:17][CH2:16][P:15](=[O:19])([CH3:18])[CH2:14][CH2:13]2)[CH:6]=[CH:7][C:8]=1[N+:9]([O-])=O. The catalyst is [Pd].C(O)C. The product is [CH3:1][O:2][C:3]1[CH:4]=[C:5]([N:12]2[CH2:17][CH2:16][P:15]([CH3:18])(=[O:19])[CH2:14][CH2:13]2)[CH:6]=[CH:7][C:8]=1[NH2:9]. The yield is 0.870. (5) The reactants are C(OC([N:8]1[CH2:13][CH2:12][CH:11]([C:14]([OH:16])=O)[CH2:10][CH2:9]1)=O)(C)(C)C.[CH2:17]([NH:19][CH2:20][CH3:21])[CH3:18].C(N(CC)CC)C.C1C=NC2N(O)N=NC=2C=1.CCN=C=NCCCN(C)C. The catalyst is CN(C=O)C. The product is [CH2:17]([N:19]([CH2:20][CH3:21])[C:14]([CH:11]1[CH2:10][CH2:9][NH:8][CH2:13][CH2:12]1)=[O:16])[CH3:18]. The yield is 0.860.